Dataset: Catalyst prediction with 721,799 reactions and 888 catalyst types from USPTO. Task: Predict which catalyst facilitates the given reaction. (1) Reactant: [CH3:1]O.S(=O)(=O)(O)O.[OH:8][C:9]1[CH:10]=[C:11]2[C:16](=[CH:17][CH:18]=1)[CH:15]=[C:14]([CH:19]([CH3:23])[C:20]([OH:22])=[O:21])[CH:13]=[CH:12]2. Product: [CH3:1][O:21][C:20](=[O:22])[CH:19]([C:14]1[CH:13]=[CH:12][C:11]2[C:16](=[CH:17][CH:18]=[C:9]([OH:8])[CH:10]=2)[CH:15]=1)[CH3:23]. The catalyst class is: 81. (2) Reactant: Cl[C:2]1[N:6]([C:7]2[CH:12]=[CH:11][C:10]([S:13]([CH3:16])(=[O:15])=[O:14])=[CH:9][N:8]=2)[N:5]=[C:4]([C:17]([F:20])([F:19])[F:18])[C:3]=1[C:21]#[N:22].[F:23][C:24]1[CH:29]=[CH:28][CH:27]=[CH:26][C:25]=1[CH2:30][SH:31].[F-].[Cs+].O. Product: [F:23][C:24]1[CH:29]=[CH:28][CH:27]=[CH:26][C:25]=1[CH2:30][S:31][C:2]1[N:6]([C:7]2[CH:12]=[CH:11][C:10]([S:13]([CH3:16])(=[O:15])=[O:14])=[CH:9][N:8]=2)[N:5]=[C:4]([C:17]([F:20])([F:19])[F:18])[C:3]=1[C:21]#[N:22]. The catalyst class is: 16.